This data is from Forward reaction prediction with 1.9M reactions from USPTO patents (1976-2016). The task is: Predict the product of the given reaction. (1) Given the reactants [C:1]([C:4]1[CH:9]=[CH:8][CH:7]=[CH:6][CH:5]=1)(=[O:3])[CH3:2].[Br:10]Br, predict the reaction product. The product is: [Br:10][CH2:2][C:1]([C:4]1[CH:9]=[CH:8][CH:7]=[CH:6][CH:5]=1)=[O:3]. (2) Given the reactants [C:1]([O:5][C:6](=[O:23])[NH:7][C@H:8]1[CH2:13][CH2:12][C@@H:11]([NH:14][C:15]2[CH:20]=[CH:19][C:18]([Cl:21])=[CH:17][C:16]=2[NH2:22])[CH2:10][CH2:9]1)([CH3:4])([CH3:3])[CH3:2].[OH:24][C:25]([CH3:30])([CH3:29])[C:26](O)=O.Cl.[OH-].[NH4+].C(OC(OC(OC(C)(C)C)=O)=O)(C)(C)C, predict the reaction product. The product is: [C:1]([O:5][C:6](=[O:23])[NH:7][CH:8]1[CH2:13][CH2:12][CH:11]([N:14]2[C:15]3[CH:20]=[CH:19][C:18]([Cl:21])=[CH:17][C:16]=3[N:22]=[C:26]2[C:25]([OH:24])([CH3:30])[CH3:29])[CH2:10][CH2:9]1)([CH3:4])([CH3:2])[CH3:3]. (3) Given the reactants Cl[C:2]1[N:6]([CH3:7])[C:5]2[C:8]([CH:15]([CH2:18][CH3:19])[CH2:16][CH3:17])=[CH:9][CH:10]=[C:11]([O:12][CH2:13][CH3:14])[C:4]=2[N:3]=1.[Br:20][C:21]1[CH:26]=[C:25]([Cl:27])[CH:24]=[CH:23][C:22]=1[OH:28].C(=O)([O-])[O-].[K+].[K+].CN(C)C=O, predict the reaction product. The product is: [Br:20][C:21]1[CH:26]=[C:25]([Cl:27])[CH:24]=[CH:23][C:22]=1[O:28][C:2]1[N:6]([CH3:7])[C:5]2[C:8]([CH:15]([CH2:18][CH3:19])[CH2:16][CH3:17])=[CH:9][CH:10]=[C:11]([O:12][CH2:13][CH3:14])[C:4]=2[N:3]=1.